Dataset: Forward reaction prediction with 1.9M reactions from USPTO patents (1976-2016). Task: Predict the product of the given reaction. (1) The product is: [F:34][C:28]1[CH:29]=[C:30]([F:33])[CH:31]=[CH:32][C:27]=1[N:23]1[C:22]([C:16]2[S:15][C:14]3[C:13]4[N:35]=[C:9]([NH:8][CH2:7][C:6]([OH:36])=[O:5])[CH:10]=[CH:11][C:12]=4[O:21][CH2:20][CH2:19][C:18]=3[CH:17]=2)=[N:26][CH:25]=[N:24]1.[ClH:37]. Given the reactants C([O:5][C:6](=[O:36])[CH2:7][NH:8][C:9]1[CH:10]=[CH:11][C:12]2[O:21][CH2:20][CH2:19][C:18]3[CH:17]=[C:16]([C:22]4[N:23]([C:27]5[CH:32]=[CH:31][C:30]([F:33])=[CH:29][C:28]=5[F:34])[N:24]=[CH:25][N:26]=4)[S:15][C:14]=3[C:13]=2[N:35]=1)(C)(C)C.[ClH:37].O1CCOCC1, predict the reaction product. (2) The product is: [S:1]1[CH:5]=[CH:4][N:3]=[C:2]1[NH:6][S:7]([C:10]1[CH:11]=[C:12]2[C:16](=[CH:17][CH:18]=1)[CH2:15][NH:14][CH2:13]2)(=[O:9])=[O:8]. Given the reactants [S:1]1[CH:5]=[CH:4][N:3]=[C:2]1[NH:6][S:7]([C:10]1[CH:11]=[C:12]2[C:16](=[CH:17][CH:18]=1)[CH2:15][N:14](C(=O)C(Cl)(Cl)Cl)[CH2:13]2)(=[O:9])=[O:8].[OH-].[K+].C(O)(=O)C, predict the reaction product. (3) Given the reactants [Cl:1][C:2]1[N:3]=[C:4]([N:13]2[CH2:18][CH2:17][O:16][CH2:15][CH2:14]2)[C:5]2[S:10][C:9](I)=[C:8]([CH3:12])[C:6]=2[N:7]=1.[NH2:19][C:20]1[CH:21]=[C:22](B(O)O)[CH:23]=[CH:24][CH:25]=1, predict the reaction product. The product is: [Cl:1][C:2]1[N:3]=[C:4]([N:13]2[CH2:18][CH2:17][O:16][CH2:15][CH2:14]2)[C:5]2[S:10][C:9]([C:24]3[CH:25]=[C:20]([NH2:19])[CH:21]=[CH:22][CH:23]=3)=[C:8]([CH3:12])[C:6]=2[N:7]=1.